From a dataset of Forward reaction prediction with 1.9M reactions from USPTO patents (1976-2016). Predict the product of the given reaction. (1) Given the reactants [CH:1]([N:4]1[C:8]([C:9]2[N:10]=[C:11]3[C:17]4[CH:18]=[CH:19][C:20]([C:22]([O:24]C)=[O:23])=[CH:21][C:16]=4[O:15][CH2:14][CH2:13][N:12]3[CH:26]=2)=[N:7][C:6]([CH3:27])=[N:5]1)([CH3:3])[CH3:2].[OH-].[Li+], predict the reaction product. The product is: [CH:1]([N:4]1[C:8]([C:9]2[N:10]=[C:11]3[C:17]4[CH:18]=[CH:19][C:20]([C:22]([OH:24])=[O:23])=[CH:21][C:16]=4[O:15][CH2:14][CH2:13][N:12]3[CH:26]=2)=[N:7][C:6]([CH3:27])=[N:5]1)([CH3:3])[CH3:2]. (2) Given the reactants [F:1][C:2]([F:23])([F:22])[C:3]1[CH:8]=[CH:7][CH:6]=[CH:5][C:4]=1[CH:9]1[CH2:14][CH2:13][N:12](C(OC(C)(C)C)=O)[CH2:11][CH2:10]1.[ClH:24], predict the reaction product. The product is: [ClH:24].[F:23][C:2]([F:1])([F:22])[C:3]1[CH:8]=[CH:7][CH:6]=[CH:5][C:4]=1[CH:9]1[CH2:10][CH2:11][NH:12][CH2:13][CH2:14]1. (3) Given the reactants [Cl:1][C:2]1[CH:3]=[C:4]([CH:8]2[C:12]([C:15]3[CH:20]=[CH:19][C:18]([Cl:21])=[CH:17][CH:16]=3)([C:13]#[N:14])[CH:11]([CH2:22][C:23]([CH3:26])([CH3:25])[CH3:24])[NH:10][CH:9]2[C:27](O)=[O:28])[CH:5]=[CH:6][CH:7]=1.[F:30][C:31]([F:41])([F:40])[C:32]1[CH:39]=[CH:38][CH:37]=[CH:36][C:33]=1[CH2:34][NH2:35].CN(C(ON1N=NC2C=CC=NC1=2)=[N+](C)C)C.F[P-](F)(F)(F)(F)F.CCN(C(C)C)C(C)C, predict the reaction product. The product is: [F:30][C:31]([F:40])([F:41])[C:32]1[CH:39]=[CH:38][CH:37]=[CH:36][C:33]=1[CH2:34][NH:35][C:27]([CH:9]1[CH:8]([C:4]2[CH:5]=[CH:6][CH:7]=[C:2]([Cl:1])[CH:3]=2)[C:12]([C:15]2[CH:16]=[CH:17][C:18]([Cl:21])=[CH:19][CH:20]=2)([C:13]#[N:14])[CH:11]([CH2:22][C:23]([CH3:26])([CH3:24])[CH3:25])[NH:10]1)=[O:28]. (4) The product is: [CH3:32][O:31][C:28]([CH3:30])([CH3:29])[C:27]#[C:26][C:17]1[CH:18]=[C:19]2[C@:20]3([CH2:24][O:23][C:22]([NH2:25])=[N:21]3)[C:9]3[C:10](=[CH:11][CH:12]=[C:7]([C:37]4[CH:36]=[N:35][CH:40]=[CH:39][CH:38]=4)[CH:8]=3)[O:13][C:14]2=[N:15][CH:16]=1. Given the reactants FC(F)(F)S(O[C:7]1[CH:8]=[C:9]2[C@@:20]3([CH2:24][O:23][C:22]([NH2:25])=[N:21]3)[C:19]3[C:14](=[N:15][CH:16]=[C:17]([C:26]#[C:27][C:28]([O:31][CH3:32])([CH3:30])[CH3:29])[CH:18]=3)[O:13][C:10]2=[CH:11][CH:12]=1)(=O)=O.[N:35]1[CH:40]=[CH:39][CH:38]=[C:37](B(O)O)[CH:36]=1.CN(C=O)C.C(=O)([O-])[O-].[K+].[K+], predict the reaction product.